This data is from Catalyst prediction with 721,799 reactions and 888 catalyst types from USPTO. The task is: Predict which catalyst facilitates the given reaction. (1) Reactant: [F:1][C:2]1[CH:7]=[CH:6][C:5]([CH:8]([CH:29]2[CH2:34][CH2:33][N:32]([CH:35]([CH3:37])[CH3:36])[CH2:31][CH2:30]2)[CH2:9][N:10]2[CH2:15][CH2:14][N:13]([CH2:16][CH2:17][CH2:18][C:19]([CH:21]3[CH2:28][CH2:27][CH2:26][CH2:25][CH2:24][CH2:23][CH2:22]3)=[O:20])[CH2:12][CH2:11]2)=[CH:4][CH:3]=1.[ClH:38].O1CCOCC1. Product: [ClH:38].[ClH:38].[ClH:38].[F:1][C:2]1[CH:7]=[CH:6][C:5]([CH:8]([CH:29]2[CH2:34][CH2:33][N:32]([CH:35]([CH3:37])[CH3:36])[CH2:31][CH2:30]2)[CH2:9][N:10]2[CH2:11][CH2:12][N:13]([CH2:16][CH2:17][CH2:18][C:19]([CH:21]3[CH2:28][CH2:27][CH2:26][CH2:25][CH2:24][CH2:23][CH2:22]3)=[O:20])[CH2:14][CH2:15]2)=[CH:4][CH:3]=1. The catalyst class is: 8. (2) Reactant: [CH2:1]([N:8]1[CH2:13][C:12](=O)[NH:11][C@H:10]([CH2:15][C:16]2[CH:21]=[CH:20][C:19]([F:22])=[CH:18][CH:17]=2)[C:9]1=O)[C:2]1[CH:7]=[CH:6][CH:5]=[CH:4][CH:3]=1.C1COCC1.[H-].[Al+3].[Li+].[H-].[H-].[H-].[OH-].[Na+]. Product: [CH2:1]([N:8]1[CH2:13][CH2:12][NH:11][C@H:10]([CH2:15][C:16]2[CH:17]=[CH:18][C:19]([F:22])=[CH:20][CH:21]=2)[CH2:9]1)[C:2]1[CH:3]=[CH:4][CH:5]=[CH:6][CH:7]=1. The catalyst class is: 162. (3) Reactant: [C:1]([O:5][CH2:6][CH:7]([NH:11][CH2:12][CH2:13][C:14]#[N:15])[C:8]([OH:10])=[O:9])([CH3:4])([CH3:3])[CH3:2].C(N(CC)CC)C.[C:23](O[C:23]([O:25][C:26]([CH3:29])([CH3:28])[CH3:27])=[O:24])([O:25][C:26]([CH3:29])([CH3:28])[CH3:27])=[O:24]. Product: [C:1]([O:5][CH2:6][CH:7]([N:11]([C:23]([O:25][C:26]([CH3:29])([CH3:28])[CH3:27])=[O:24])[CH2:12][CH2:13][C:14]#[N:15])[C:8]([OH:10])=[O:9])([CH3:3])([CH3:4])[CH3:2]. The catalyst class is: 138. (4) Reactant: [F:1][C:2]1[CH:3]=[C:4]([C:9]2[CH:14]=[CH:13][C:12]([C:15]#[N:16])=[CH:11][CH:10]=2)[CH:5]=[CH:6][C:7]=1[OH:8].[I:17]N1C(=O)CCC1=O.[O-]S([O-])=O.[Na+].[Na+].C([O-])([O-])=O.[Na+].[Na+].P([O-])(O)(O)=O.[K+]. Product: [F:1][C:2]1[CH:3]=[C:4]([C:9]2[CH:14]=[CH:13][C:12]([C:15]#[N:16])=[CH:11][CH:10]=2)[CH:5]=[C:6]([I:17])[C:7]=1[OH:8]. The catalyst class is: 3. (5) Reactant: [F:1][C:2]1[C:7]([F:8])=[CH:6][C:5]([C:9]2[CH:14]=[CH:13][C:12]([O:15][CH2:16][C:17]3[CH:18]=[CH:19][C:20]4[O:24][N:23]=[C:22]([OH:25])[C:21]=4[CH:26]=3)=[CH:11][CH:10]=2)=[C:4]([O:27][CH3:28])[CH:3]=1.CCOC(/N=N/C(OCC)=O)=O.C1(P(C2C=CC=CC=2)C2C=CC=CC=2)C=CC=CC=1.[C:60]([O:64][C:65](=[O:69])[CH2:66][CH2:67]O)([CH3:63])([CH3:62])[CH3:61]. Product: [C:60]([O:64][C:65](=[O:69])[CH2:66][CH2:67][O:25][C:22]1[C:21]2[CH:26]=[C:17]([CH2:16][O:15][C:12]3[CH:11]=[CH:10][C:9]([C:5]4[CH:6]=[C:7]([F:8])[C:2]([F:1])=[CH:3][C:4]=4[O:27][CH3:28])=[CH:14][CH:13]=3)[CH:18]=[CH:19][C:20]=2[O:24][N:23]=1)([CH3:63])([CH3:62])[CH3:61]. The catalyst class is: 1. (6) Reactant: [Br:1][C:2]1[CH:7]=[C:6]([Br:8])[C:5](F)=[CH:4][C:3]=1F.[CH:11]1[C:23]2[NH:22][C:21]3[C:16](=[CH:17][CH:18]=[CH:19][CH:20]=3)[C:15]=2[CH:14]=[CH:13][CH:12]=1.C(=O)([O-])[O-].[K+].[K+].C[N:31]1[C:35](=O)[CH2:34][CH2:33][CH2:32]1. Product: [Br:1][C:2]1[CH:7]=[C:6]([Br:8])[C:5]([N:22]2[C:21]3[CH:20]=[CH:19][CH:18]=[CH:17][C:16]=3[C:15]3[C:23]2=[CH:11][CH:12]=[CH:13][CH:14]=3)=[CH:4][C:3]=1[N:31]1[C:32]2[CH:17]=[CH:16][CH:15]=[CH:14][C:33]=2[C:34]2[C:35]1=[CH:23][CH:11]=[CH:12][CH:13]=2. The catalyst class is: 6.